Dataset: Full USPTO retrosynthesis dataset with 1.9M reactions from patents (1976-2016). Task: Predict the reactants needed to synthesize the given product. (1) Given the product [CH:1]1([N:6]2[C:11]3=[N:12][C:13]([NH:38][C@H:35]4[CH2:36][CH2:37][C@H:32]([OH:31])[CH2:33][CH2:34]4)=[N:14][CH:15]=[C:10]3[CH2:9][N:8]([C:19]3[CH:24]=[C:23]([O:25][CH3:26])[CH:22]=[C:21]([O:27][CH3:28])[C:20]=3[F:29])[C:7]2=[O:30])[CH2:5][CH2:4][CH2:3][CH2:2]1, predict the reactants needed to synthesize it. The reactants are: [CH:1]1([N:6]2[C:11]3=[N:12][C:13](S(C)=O)=[N:14][CH:15]=[C:10]3[CH2:9][N:8]([C:19]3[CH:24]=[C:23]([O:25][CH3:26])[CH:22]=[C:21]([O:27][CH3:28])[C:20]=3[F:29])[C:7]2=[O:30])[CH2:5][CH2:4][CH2:3][CH2:2]1.[OH:31][C@H:32]1[CH2:37][CH2:36][C@H:35]([NH2:38])[CH2:34][CH2:33]1. (2) Given the product [CH3:19][O:18][C:11]1[CH:12]=[C:13]([O:16][CH3:17])[CH:14]=[CH:15][C:10]=1[CH2:9][NH:8][C:4]1[CH:3]=[CH:2][N:7]=[CH:6][N:5]=1, predict the reactants needed to synthesize it. The reactants are: Cl[C:2]1[N:7]=[CH:6][N:5]=[C:4]([NH:8][CH2:9][C:10]2[CH:15]=[CH:14][C:13]([O:16][CH3:17])=[CH:12][C:11]=2[O:18][CH3:19])[CH:3]=1.C([O-])=O.[NH4+]. (3) Given the product [Br:1][C:2]1[C:3]2[CH:17]=[CH:16][CH:15]=[CH:14][C:4]=2[S:5][C:6]=1[C:7]1[CH:8]=[CH:9][N:18]=[C:19]([NH2:21])[N:20]=1, predict the reactants needed to synthesize it. The reactants are: [Br:1][C:2]1[C:3]2[CH:17]=[CH:16][CH:15]=[CH:14][C:4]=2[S:5][C:6]=1[C:7](=O)[CH:8]=[CH:9]N(C)C.[NH2:18][C:19]([NH2:21])=[NH:20]. (4) Given the product [Cl:41][C:4]1[C:3]([O:2][CH3:1])=[CH:8][CH:7]=[CH:6][C:5]=1[S:9]([NH:12][C:13]1[C:18]([O:19][CH3:20])=[N:17][CH:16]=[CH:15][N:14]=1)(=[O:11])=[O:10], predict the reactants needed to synthesize it. The reactants are: [CH3:1][O:2][C:3]1[CH:4]=[C:5]([S:9]([NH:12][C:13]2[C:18]([O:19][CH3:20])=[N:17][CH:16]=[CH:15][N:14]=2)(=[O:11])=[O:10])[CH:6]=[CH:7][CH:8]=1.C([N-]C(C)C)(C)C.[Li+].C(NC(C)C)(C)C.C([Li])CCC.[Cl:41]C(Cl)(Cl)C(Cl)(Cl)Cl. (5) The reactants are: [C:1]1([C:7]([C:16]2[CH:21]=[CH:20][CH:19]=[CH:18][CH:17]=2)=[N:8][NH:9][C:10]2[CH:15]=[CH:14][CH:13]=[CH:12][CH:11]=2)[CH:6]=[CH:5][CH:4]=[CH:3][CH:2]=1.Br[CH2:23][CH2:24][C:25]1[CH:30]=[CH:29][CH:28]=[CH:27][CH:26]=1. Given the product [C:1]1([C:7]([C:16]2[CH:21]=[CH:20][CH:19]=[CH:18][CH:17]=2)=[N:8][N:9]([CH2:23][CH2:24][C:25]2[CH:30]=[CH:29][CH:28]=[CH:27][CH:26]=2)[C:10]2[CH:11]=[CH:12][CH:13]=[CH:14][CH:15]=2)[CH:2]=[CH:3][CH:4]=[CH:5][CH:6]=1, predict the reactants needed to synthesize it. (6) Given the product [NH2:1][C:2]1[N:7]2[N:8]=[C:9]([C:19]3[CH:24]=[CH:23][CH:22]=[CH:21][CH:20]=3)[C:10]([C:11]3[CH:16]=[CH:15][C:14](=[O:17])[NH:13][N:12]=3)=[C:6]2[CH:5]=[CH:4][CH:3]=1, predict the reactants needed to synthesize it. The reactants are: [NH2:1][C:2]1[N:7]2[N:8]=[C:9]([C:19]3[CH:24]=[CH:23][CH:22]=[CH:21][CH:20]=3)[C:10]([C:11]3[N:12]=[N:13][C:14]([O:17]C)=[CH:15][CH:16]=3)=[C:6]2[CH:5]=[CH:4][CH:3]=1.Cl.C(=O)([O-])O.[Na+]. (7) The reactants are: CC1[N:3]([C:8]2[CH:12]=[C:11]([C:13]([O:15][C:16]([CH3:19])([CH3:18])[CH3:17])=[O:14])[N:10]([CH3:20])[N:9]=2)C(C)=CC=1.C(O)C.Cl.NO.[OH-].[K+]. Given the product [NH2:3][C:8]1[CH:12]=[C:11]([C:13]([O:15][C:16]([CH3:18])([CH3:17])[CH3:19])=[O:14])[N:10]([CH3:20])[N:9]=1, predict the reactants needed to synthesize it. (8) The reactants are: [C:1]([C:5]1[S:9][C:8]([NH:10]C(=O)OC(C)(C)C)=[C:7]([C:18]([N:20]2[CH2:25][CH2:24][NH:23][C:22](=[O:26])[C:21]2([CH3:28])[CH3:27])=[O:19])[CH:6]=1)([CH3:4])([CH3:3])[CH3:2].C(O)(C(F)(F)F)=O.C(Cl)Cl. Given the product [NH2:10][C:8]1[S:9][C:5]([C:1]([CH3:4])([CH3:3])[CH3:2])=[CH:6][C:7]=1[C:18]([N:20]1[CH2:25][CH2:24][NH:23][C:22](=[O:26])[C:21]1([CH3:27])[CH3:28])=[O:19], predict the reactants needed to synthesize it. (9) The reactants are: [CH2:1]([NH:3][C:4](=[O:12])[C:5]1[CH:10]=[CH:9][C:8](F)=[CH:7][CH:6]=1)[CH3:2].[CH3:13][CH:14]1[O:19][C:18]2[CH:20]=[CH:21][C:22]([O:24][CH:25]3[CH2:30][CH2:29][NH:28][CH2:27][CH2:26]3)=[CH:23][C:17]=2[NH:16][C:15]1=[O:31]. Given the product [CH2:1]([NH:3][C:4](=[O:12])[C:5]1[CH:10]=[CH:9][C:8]([N:28]2[CH2:29][CH2:30][CH:25]([O:24][C:22]3[CH:21]=[CH:20][C:18]4[O:19][CH:14]([CH3:13])[C:15](=[O:31])[NH:16][C:17]=4[CH:23]=3)[CH2:26][CH2:27]2)=[CH:7][CH:6]=1)[CH3:2], predict the reactants needed to synthesize it.